Task: Regression. Given a peptide amino acid sequence and an MHC pseudo amino acid sequence, predict their binding affinity value. This is MHC class II binding data.. Dataset: Peptide-MHC class II binding affinity with 134,281 pairs from IEDB (1) The peptide sequence is GLVTEFPSTAAAYFR. The MHC is DRB1_0301 with pseudo-sequence DRB1_0301. The binding affinity (normalized) is 0.173. (2) The peptide sequence is AKLMRDIPFRVGAVV. The MHC is DRB1_1302 with pseudo-sequence DRB1_1302. The binding affinity (normalized) is 0.835.